Regression. Given two drug SMILES strings and cell line genomic features, predict the synergy score measuring deviation from expected non-interaction effect. From a dataset of NCI-60 drug combinations with 297,098 pairs across 59 cell lines. (1) Drug 1: CCC1=CC2CC(C3=C(CN(C2)C1)C4=CC=CC=C4N3)(C5=C(C=C6C(=C5)C78CCN9C7C(C=CC9)(C(C(C8N6C)(C(=O)OC)O)OC(=O)C)CC)OC)C(=O)OC.C(C(C(=O)O)O)(C(=O)O)O. Drug 2: CN(C(=O)NC(C=O)C(C(C(CO)O)O)O)N=O. Cell line: SK-MEL-2. Synergy scores: CSS=55.6, Synergy_ZIP=-2.93, Synergy_Bliss=-3.88, Synergy_Loewe=-65.8, Synergy_HSA=-1.33. (2) Drug 1: C1=NC2=C(N=C(N=C2N1C3C(C(C(O3)CO)O)O)F)N. Drug 2: CC1=C(C(=CC=C1)Cl)NC(=O)C2=CN=C(S2)NC3=CC(=NC(=N3)C)N4CCN(CC4)CCO. Cell line: OVCAR-5. Synergy scores: CSS=2.23, Synergy_ZIP=-3.82, Synergy_Bliss=-6.00, Synergy_Loewe=-4.88, Synergy_HSA=-4.54. (3) Drug 2: COC1=NC(=NC2=C1N=CN2C3C(C(C(O3)CO)O)O)N. Cell line: SF-295. Synergy scores: CSS=5.03, Synergy_ZIP=-2.04, Synergy_Bliss=-1.16, Synergy_Loewe=-6.11, Synergy_HSA=-1.06. Drug 1: CC12CCC(CC1=CCC3C2CCC4(C3CC=C4C5=CN=CC=C5)C)O. (4) Drug 1: CC1=CC=C(C=C1)C2=CC(=NN2C3=CC=C(C=C3)S(=O)(=O)N)C(F)(F)F. Drug 2: CCC1(C2=C(COC1=O)C(=O)N3CC4=CC5=C(C=CC(=C5CN(C)C)O)N=C4C3=C2)O.Cl. Cell line: EKVX. Synergy scores: CSS=3.67, Synergy_ZIP=0.248, Synergy_Bliss=1.71, Synergy_Loewe=-5.88, Synergy_HSA=-2.17. (5) Drug 1: CC1=CC2C(CCC3(C2CCC3(C(=O)C)OC(=O)C)C)C4(C1=CC(=O)CC4)C. Drug 2: CCCCCOC(=O)NC1=NC(=O)N(C=C1F)C2C(C(C(O2)C)O)O. Cell line: MALME-3M. Synergy scores: CSS=-4.65, Synergy_ZIP=2.83, Synergy_Bliss=0.685, Synergy_Loewe=-4.50, Synergy_HSA=-4.06.